From a dataset of Full USPTO retrosynthesis dataset with 1.9M reactions from patents (1976-2016). Predict the reactants needed to synthesize the given product. Given the product [CH3:10][C:8]1[S:9][C:5]2[CH:4]=[CH:3][NH:13][C:11](=[O:12])[C:6]=2[N:7]=1, predict the reactants needed to synthesize it. The reactants are: CO[CH:3](OC)[CH2:4][C:5]1[S:9][C:8]([CH3:10])=[N:7][C:6]=1[C:11]([NH2:13])=[O:12].S(=O)(=O)(O)O.